Predict the product of the given reaction. From a dataset of Forward reaction prediction with 1.9M reactions from USPTO patents (1976-2016). (1) Given the reactants O.O.[C:3]([OH:8])(=[O:7])[C:4]([OH:6])=[O:5].[CH3:9][N:10]([CH2:12][CH2:13][CH2:14][C@@:15]1([C:26]2[CH:27]=[CH:28][C:29]([F:32])=[CH:30][CH:31]=2)[O:23][CH2:22][C:21]2[CH:20]=[C:19]([C:24]#[N:25])[CH:18]=[CH:17][C:16]1=2)[CH3:11], predict the reaction product. The product is: [CH3:9][N:10]([CH2:12][CH2:13][CH2:14][C@@:15]1([C:26]2[CH:31]=[CH:30][C:29]([F:32])=[CH:28][CH:27]=2)[O:23][CH2:22][C:21]2[CH:20]=[C:19]([C:24]#[N:25])[CH:18]=[CH:17][C:16]1=2)[CH3:11].[C:4]([OH:6])([C:3]([OH:8])=[O:7])=[O:5]. (2) Given the reactants [Cl:1][C:2]1[CH:3]=[C:4]2[C:8](=[CH:9][CH:10]=1)[NH:7][CH:6]=[C:5]2[CH2:11][CH2:12][NH:13][C:14](=[O:23])[C:15]1[CH:20]=[CH:19][CH:18]=[C:17]([CH2:21]Cl)[CH:16]=1.[S:24]1[CH:28]=[CH:27][CH:26]=[C:25]1B(O)O.ClCCl.C(=O)([O-])[O-].[Na+].[Na+].[I-].[Na+], predict the reaction product. The product is: [Cl:1][C:2]1[CH:3]=[C:4]2[C:8](=[CH:9][CH:10]=1)[NH:7][CH:6]=[C:5]2[CH2:11][CH2:12][NH:13][C:14](=[O:23])[C:15]1[CH:20]=[CH:19][CH:18]=[C:17]([CH2:21][C:25]2[S:24][CH:28]=[CH:27][CH:26]=2)[CH:16]=1. (3) Given the reactants [F:1][C:2]1[CH:8]=[CH:7][C:5]([NH2:6])=[CH:4][CH:3]=1.C(N(CC)CC)C.[C:16]([O:20][C:21](O[C:21]([O:20][C:16]([CH3:19])([CH3:18])[CH3:17])=[O:22])=[O:22])([CH3:19])([CH3:18])[CH3:17], predict the reaction product. The product is: [C:16]([O:20][C:21](=[O:22])[NH:6][C:5]1[CH:7]=[CH:8][C:2]([F:1])=[CH:3][CH:4]=1)([CH3:19])([CH3:18])[CH3:17]. (4) Given the reactants [C:1]([C:3]1[CH:8]=[CH:7][C:6]([N:9]2[C:13]([C:14]3[CH:15]=[C:16]([C:32]([NH:34][CH2:35][CH2:36][CH2:37][N:38]([CH3:40])[CH3:39])=[O:33])[C:17](=[O:31])[N:18]([C:21]4[CH:26]=[CH:25][CH:24]=[C:23]([C:27]([F:30])([F:29])[F:28])[CH:22]=4)[C:19]=3[CH3:20])=[CH:12][CH:11]=[N:10]2)=[CH:5][CH:4]=1)#[N:2].[C:41]1([S:47]([O:50]C)(=[O:49])=[O:48])[CH:46]=[CH:45][CH:44]=[CH:43][CH:42]=1, predict the reaction product. The product is: [C:41]1([S:47]([O-:50])(=[O:49])=[O:48])[CH:46]=[CH:45][CH:44]=[CH:43][CH:42]=1.[C:1]([C:3]1[CH:8]=[CH:7][C:6]([N:9]2[C:13]([C:14]3[CH:15]=[C:16]([C:32]([NH:34][CH2:35][CH2:36][CH2:37][N+:38]([CH3:41])([CH3:40])[CH3:39])=[O:33])[C:17](=[O:31])[N:18]([C:21]4[CH:26]=[CH:25][CH:24]=[C:23]([C:27]([F:29])([F:28])[F:30])[CH:22]=4)[C:19]=3[CH3:20])=[CH:12][CH:11]=[N:10]2)=[CH:5][CH:4]=1)#[N:2]. (5) Given the reactants [NH2:1][C:2]1[CH:3]=[CH:4][CH:5]=[C:6]2[C:11]=1[CH:10]=[C:9](S(O)(=O)=O)[CH:8]=[CH:7]2.[NH2:16][C:17]1[CH:18]=[CH:19][CH:20]=[C:21]2[C:26]=1[CH:25]=[C:24]([OH:27])[CH:23]=[CH:22]2.[H-].[Na+].CI, predict the reaction product. The product is: [NH2:16][C:17]1[CH:18]=[CH:19][CH:20]=[C:21]2[C:26]=1[CH:25]=[C:24]([OH:27])[CH:23]=[CH:22]2.[CH3:24][O:27][C:9]1[CH:10]=[C:11]2[C:6]([CH:5]=[CH:4][CH:3]=[C:2]2[NH2:1])=[CH:7][CH:8]=1. (6) Given the reactants [NH2:1][C@@:2]([C:17]1[CH:22]=[CH:21][C:20]([O:23][CH2:24][CH2:25][CH2:26][C:27]([F:30])([F:29])[F:28])=[CH:19][CH:18]=1)([C:13]([F:16])([F:15])[F:14])[CH2:3][C:4]([C:6]1[CH:11]=[CH:10][C:9]([CH3:12])=[CH:8][CH:7]=1)=[O:5].C1CCC(N=C=NC2CCCCC2)CC1.[N:46]1[N:47](CC(O)=O)[N:48]=[N:49][CH:50]=1.C1C[O:58][CH2:57][CH2:56]1, predict the reaction product. The product is: [NH:46]1[C:50]([CH2:56][C:57]([NH:1][C:2]([C:17]2[CH:22]=[CH:21][C:20]([O:23][CH2:24][CH2:25][CH2:26][C:27]([F:28])([F:29])[F:30])=[CH:19][CH:18]=2)([CH2:3][C:4](=[O:5])[C:6]2[CH:11]=[CH:10][C:9]([CH3:12])=[CH:8][CH:7]=2)[C:13]([F:16])([F:15])[F:14])=[O:58])=[N:49][N:48]=[N:47]1. (7) Given the reactants [Cl:1][C:2]1[CH:7]=[CH:6][C:5]([C:8]2[CH:9]=[C:10]3[C:16]([C:17]([C:19]4[C:20]([F:33])=[C:21]([NH:26][S:27]([CH2:30][CH2:31][CH3:32])(=[O:29])=[O:28])[CH:22]=[CH:23][C:24]=4[F:25])=[O:18])=[CH:15][NH:14][C:11]3=[N:12][CH:13]=2)=[CH:4][CH:3]=1.[C:34](Cl)(=[O:41])[C:35]1[CH:40]=[CH:39][CH:38]=[CH:37][CH:36]=1.C(N(CC)CC)C, predict the reaction product. The product is: [Cl:1][C:2]1[CH:7]=[CH:6][C:5]([C:8]2[CH:9]=[C:10]3[C:16]([C:17]([C:19]4[C:20]([F:33])=[C:21]([N:26]([S:27]([CH2:30][CH2:31][CH3:32])(=[O:28])=[O:29])[C:34](=[O:41])[C:35]5[CH:40]=[CH:39][CH:38]=[CH:37][CH:36]=5)[CH:22]=[CH:23][C:24]=4[F:25])=[O:18])=[CH:15][NH:14][C:11]3=[N:12][CH:13]=2)=[CH:4][CH:3]=1. (8) Given the reactants [CH2:1]([NH:6][CH2:7][CH2:8][OH:9])[CH2:2][CH:3]([CH3:5])[CH3:4].[C:10]([N:14]1[CH2:23][CH2:22][C:21]2[C:16](=[CH:17][CH:18]=[CH:19][CH:20]=2)[CH:15]1[CH:24]1[CH2:29][CH2:28][CH2:27][CH2:26][CH2:25]1)(=[O:13])[CH:11]=[CH2:12], predict the reaction product. The product is: [CH:24]1([CH:15]2[C:16]3[C:21](=[CH:20][CH:19]=[CH:18][CH:17]=3)[CH2:22][CH2:23][N:14]2[C:10](=[O:13])[CH2:11][CH2:12][N:6]([CH2:1][CH2:2][CH:3]([CH3:5])[CH3:4])[CH2:7][CH2:8][OH:9])[CH2:25][CH2:26][CH2:27][CH2:28][CH2:29]1. (9) Given the reactants [N:1]1([CH2:7][CH2:8][CH2:9][O:10][C:11]2[CH:20]=[CH:19][C:14]([C:15]([O:17]C)=[O:16])=[CH:13][CH:12]=2)[CH2:6][CH2:5][CH2:4][CH2:3][CH2:2]1.[OH-].[Na+].Cl, predict the reaction product. The product is: [N:1]1([CH2:7][CH2:8][CH2:9][O:10][C:11]2[CH:12]=[CH:13][C:14]([C:15]([OH:17])=[O:16])=[CH:19][CH:20]=2)[CH2:2][CH2:3][CH2:4][CH2:5][CH2:6]1. (10) Given the reactants [CH:1]1[CH:5]=[C:4]([CH2:6][C:7]2[NH:11][CH:10]=[CH:9][CH:8]=2)[NH:3][CH:2]=1.[CH3:12][CH:13]([CH3:31])[CH2:14][CH2:15][O:16][C:17]1[CH:22]=[CH:21][CH:20]=[C:19]([O:23][CH2:24][CH2:25][CH:26]([CH3:28])[CH3:27])[C:18]=1[CH:29]=O.F[C:33](F)(F)[C:34]([OH:36])=O.C([C:41]1[C:47](=O)[C:46](Cl)=[C:45](Cl)[C:43](=[O:44])[C:42]=1[C:51]#N)#N, predict the reaction product. The product is: [CH3:12][CH:13]([CH3:31])[CH2:14][CH2:15][O:16][C:17]1[CH:22]=[CH:21][CH:20]=[C:19]([O:23][CH2:24][CH2:25][CH:26]([CH3:28])[CH3:27])[C:18]=1[C:29]1[C:10]2[NH:11][C:7]([CH:6]=[C:4]3[N:3]=[C:2]([C:51]([C:42]4[C:43]([O:44][CH2:15][CH2:14][CH:13]([CH3:31])[CH3:12])=[CH:45][CH:46]=[CH:47][C:41]=4[O:36][CH2:34][CH2:33][CH:17]([CH3:22])[CH3:18])=[C:2]4[NH:3][C:4](=[CH:6][C:7]5[CH:8]=[CH:9][C:10]=1[N:11]=5)[CH:5]=[CH:1]4)[CH:1]=[CH:5]3)=[CH:8][CH:9]=2.